Dataset: Catalyst prediction with 721,799 reactions and 888 catalyst types from USPTO. Task: Predict which catalyst facilitates the given reaction. (1) Reactant: [CH3:1][O:2][C:3](=[O:33])[C@@H:4]([NH:23][C@H:24]([C:27]1[CH:32]=[CH:31][CH:30]=[CH:29][CH:28]=1)[CH2:25][CH3:26])[CH2:5][C:6]1[CH:22]=[CH:21][C:9]2[O:10][C@@H:11]([C:14]3[CH:19]=[CH:18][C:17]([OH:20])=[CH:16][CH:15]=3)[CH2:12][O:13][C:8]=2[CH:7]=1.N1C=CC=CC=1.[C:40](OC(=O)C)(=[O:42])[CH3:41]. Product: [CH3:1][O:2][C:3](=[O:33])[C@@H:4]([NH:23][C@H:24]([C:27]1[CH:28]=[CH:29][CH:30]=[CH:31][CH:32]=1)[CH2:25][CH3:26])[CH2:5][C:6]1[CH:22]=[CH:21][C:9]2[O:10][C@@H:11]([C:14]3[CH:15]=[CH:16][C:17]([O:20][C:40](=[O:42])[CH3:41])=[CH:18][CH:19]=3)[CH2:12][O:13][C:8]=2[CH:7]=1. The catalyst class is: 2. (2) Reactant: [CH3:1][O-:2].[Na+].[F:4][C:5]1[C:11](F)=[CH:10][C:8]([NH2:9])=[C:7]([N+:13]([O-:15])=[O:14])[CH:6]=1. Product: [F:4][C:5]1[C:11]([O:2][CH3:1])=[CH:10][C:8]([NH2:9])=[C:7]([N+:13]([O-:15])=[O:14])[CH:6]=1. The catalyst class is: 5. (3) Reactant: [F:1][C:2]1[CH:3]=[C:4]([CH:31]=[CH:32][C:33]=1[F:34])[CH2:5][C:6]1([CH2:29][OH:30])[CH2:11][CH2:10][CH2:9][N:8]2[C:12]([C:15]3[CH:20]=[CH:19][C:18]([C:21]4[O:25][C:24]([CH3:26])=[N:23][CH:22]=4)=[C:17]([O:27][CH3:28])[CH:16]=3)=[N:13][N:14]=[C:7]12.[H-].[Na+].[CH3:37]I. Product: [F:1][C:2]1[CH:3]=[C:4]([CH:31]=[CH:32][C:33]=1[F:34])[CH2:5][C:6]1([CH2:29][O:30][CH3:37])[CH2:11][CH2:10][CH2:9][N:8]2[C:12]([C:15]3[CH:20]=[CH:19][C:18]([C:21]4[O:25][C:24]([CH3:26])=[N:23][CH:22]=4)=[C:17]([O:27][CH3:28])[CH:16]=3)=[N:13][N:14]=[C:7]12. The catalyst class is: 39. (4) Reactant: [Cl:1][C:2]1[CH:3]=[CH:4][C:5](F)=[C:6]([CH:9]=1)[CH:7]=[O:8].[F:11][C:12]([F:21])([F:20])[C:13]1[CH:18]=[CH:17][C:16]([OH:19])=[CH:15][CH:14]=1.C([O-])([O-])=O.[K+].[K+]. Product: [Cl:1][C:2]1[CH:3]=[CH:4][C:5]([O:19][C:16]2[CH:17]=[CH:18][C:13]([C:12]([F:11])([F:20])[F:21])=[CH:14][CH:15]=2)=[C:6]([CH:9]=1)[CH:7]=[O:8]. The catalyst class is: 80. (5) Reactant: [OH:1][N:2]1[C:6](=[O:7])[CH2:5][CH2:4][C:3]1=[O:8].C1CCC(N=C=NC2CCCCC2)CC1.[C:24]([O:27][C:28]1[CH:33]=[C:32]([CH3:34])[CH:31]=[C:30]([CH3:35])[C:29]=1[C:36]([CH3:42])([CH3:41])[CH2:37][C:38](O)=[O:39])(=[O:26])[CH3:25]. Product: [C:6]1(=[O:7])[N:2]([O:1][C:38](=[O:39])[CH2:37][C:36]([C:29]2[C:30]([CH3:35])=[CH:31][C:32]([CH3:34])=[CH:33][C:28]=2[O:27][C:24](=[O:26])[CH3:25])([CH3:42])[CH3:41])[C:3](=[O:8])[CH2:4][CH2:5]1. The catalyst class is: 2. (6) Reactant: [Br:1][C:2]1[CH:7]=[CH:6][CH:5]=[CH:4][C:3]=1[CH2:8][C:9]#[N:10].Cl[CH:12]([C:19]1[CH:20]=[N:21][CH:22]=[CH:23][CH:24]=1)[C:13]1[CH:14]=[N:15][CH:16]=[CH:17][CH:18]=1. Product: [Br:1][C:2]1[CH:7]=[CH:6][CH:5]=[CH:4][C:3]=1[CH:8]([CH:12]([C:19]1[CH:20]=[N:21][CH:22]=[CH:23][CH:24]=1)[C:13]1[CH:14]=[N:15][CH:16]=[CH:17][CH:18]=1)[C:9]#[N:10]. The catalyst class is: 1. (7) Reactant: Cl[C:2]1[N:7]=[C:6]([NH:8][C@H:9]([C:11]2[C:16]([F:17])=[CH:15][C:14]([F:18])=[CH:13][N:12]=2)[CH3:10])[N:5]=[C:4]([NH:19][C:20]2[N:21]=[CH:22][N:23]([CH3:25])[CH:24]=2)[N:3]=1.CCN(C(C)C)C(C)C.[F:35][CH:36]1[CH2:41][CH2:40][NH:39][CH2:38][CH2:37]1. Product: [F:17][C:16]1[C:11]([C@@H:9]([NH:8][C:6]2[N:5]=[C:4]([NH:19][C:20]3[N:21]=[CH:22][N:23]([CH3:25])[CH:24]=3)[N:3]=[C:2]([N:39]3[CH2:40][CH2:41][CH:36]([F:35])[CH2:37][CH2:38]3)[N:7]=2)[CH3:10])=[N:12][CH:13]=[C:14]([F:18])[CH:15]=1. The catalyst class is: 8.